Dataset: Catalyst prediction with 721,799 reactions and 888 catalyst types from USPTO. Task: Predict which catalyst facilitates the given reaction. (1) Reactant: [NH2:1][C:2]1[CH:7]=[C:6]([O:8][CH3:9])[CH:5]=[CH:4][N:3]=1.Cl[CH2:11][C:12](=O)[CH2:13][C:14]([O:16][CH2:17][CH3:18])=[O:15]. Product: [CH2:17]([O:16][C:14](=[O:15])[CH2:13][C:12]1[N:1]=[C:2]2[CH:7]=[C:6]([O:8][CH3:9])[CH:5]=[CH:4][N:3]2[CH:11]=1)[CH3:18]. The catalyst class is: 14. (2) Reactant: CN(C)[CH:3]=[O:4].P(Cl)(Cl)(Cl)=O.[Br:11][C:12]1[S:16][C:15]2=[CH:17][N:18]=[CH:19][N:14]2[CH:13]=1.[OH-].[Na+]. Product: [Br:11][C:12]1[S:16][C:15]2=[C:17]([CH:3]=[O:4])[N:18]=[CH:19][N:14]2[CH:13]=1. The catalyst class is: 34. (3) Reactant: [CH3:1][O:2][C:3]1[CH:4]=[C:5]([CH2:11][CH2:12][CH2:13][NH:14][C:15]2[CH:20]=[CH:19][C:18]([O:21][CH2:22][C:23]#[CH:24])=[CH:17][C:16]=2[C:25]([C:27]2[CH:32]=[CH:31][C:30]([CH:33]([CH3:35])[CH3:34])=[CH:29][CH:28]=2)=O)[CH:6]=[CH:7][C:8]=1[O:9][CH3:10].[O-:36][C:37]#[N:38].[Na+].C(OCC)(=O)C.O. Product: [CH3:1][O:2][C:3]1[CH:4]=[C:5]([CH2:11][CH2:12][CH2:13][N:14]2[C:15]3[C:16](=[CH:17][C:18]([O:21][CH2:22][C:23]#[CH:24])=[CH:19][CH:20]=3)[C:25]([C:27]3[CH:32]=[CH:31][C:30]([CH:33]([CH3:35])[CH3:34])=[CH:29][CH:28]=3)=[N:38][C:37]2=[O:36])[CH:6]=[CH:7][C:8]=1[O:9][CH3:10]. The catalyst class is: 52. (4) Reactant: [CH2:1]([O:8][N:9]1[C:14]2[N:15]=[CH:16][N:17]=[CH:18][C:13]=2[C:12]([NH:19][CH2:20][CH2:21][C:22]2[CH:27]=[CH:26][CH:25]=[CH:24][CH:23]=2)=[C:11](C(OCC)=O)[C:10]1=[O:33])[C:2]1[CH:7]=[CH:6][CH:5]=[CH:4][CH:3]=1.[OH-].[Na+]. Product: [CH2:1]([O:8][N:9]1[C:14]2[N:15]=[CH:16][N:17]=[CH:18][C:13]=2[C:12]([NH:19][CH2:20][CH2:21][C:22]2[CH:23]=[CH:24][CH:25]=[CH:26][CH:27]=2)=[CH:11][C:10]1=[O:33])[C:2]1[CH:7]=[CH:6][CH:5]=[CH:4][CH:3]=1. The catalyst class is: 5. (5) Reactant: [NH2:1][C:2]1[CH:3]=[N:4][CH:5]=[CH:6][CH:7]=1.[N+:8]([C:11]1[CH:12]=[C:13]([S:17](Cl)(=[O:19])=[O:18])[CH:14]=[CH:15][CH:16]=1)([O-:10])=[O:9]. Product: [N:4]1[CH:5]=[CH:6][CH:7]=[C:2]([NH:1][S:17]([C:13]2[CH:12]=[C:11]([N+:8]([O-:10])=[O:9])[CH:16]=[CH:15][CH:14]=2)(=[O:18])=[O:19])[CH:3]=1. The catalyst class is: 17.